Dataset: Forward reaction prediction with 1.9M reactions from USPTO patents (1976-2016). Task: Predict the product of the given reaction. Given the reactants Cl.[NH2:2][C:3]1[N:7]([C:8]2[CH:9]=[C:10]([CH2:14][OH:15])[CH:11]=[CH:12][CH:13]=2)[N:6]=[C:5]([C:16]([CH3:19])([CH3:18])[CH3:17])[CH:4]=1.N1C=CN=C1.[CH3:25][C:26]([Si:29](Cl)(C)[CH3:30])([CH3:28])[CH3:27], predict the reaction product. The product is: [C:16]([C:5]1[CH:4]=[C:3]([NH2:2])[N:7]([C:8]2[CH:13]=[CH:12][CH:11]=[C:10]([CH2:14][O:15][SiH:29]([C:26]([CH3:28])([CH3:27])[CH3:25])[CH3:30])[CH:9]=2)[N:6]=1)([CH3:19])([CH3:18])[CH3:17].